This data is from Forward reaction prediction with 1.9M reactions from USPTO patents (1976-2016). The task is: Predict the product of the given reaction. (1) Given the reactants Br[C:2]1[CH:7]=[CH:6][C:5]([F:8])=[CH:4][CH:3]=1.[CH3:9][C:10]([C:12]1[CH:17]=[CH:16][C:15]([Cl:18])=[CH:14][CH:13]=1)=[O:11].ClC1C=CC(C(C2C=CC(F)=CC=2)O)=CC=1F, predict the reaction product. The product is: [Cl:18][C:15]1[CH:16]=[CH:17][C:12]([C:10]([C:2]2[CH:7]=[CH:6][C:5]([F:8])=[CH:4][CH:3]=2)([OH:11])[CH3:9])=[CH:13][CH:14]=1. (2) Given the reactants I[C:2]1[C:10]2[CH:9]=[N:8][CH:7]=[N:6][C:5]=2[NH:4][CH:3]=1.C1(C)C=CC=CC=1[Mg]Cl.C([Mg]Cl)(C)C.[F:25][C:26]1[C:33]([N+:34]([O-:36])=[O:35])=[CH:32][CH:31]=[CH:30][C:27]=1[CH:28]=[O:29].Cl, predict the reaction product. The product is: [F:25][C:26]1[C:33]([N+:34]([O-:36])=[O:35])=[CH:32][CH:31]=[CH:30][C:27]=1[CH:28]([C:2]1[C:10]2[CH:9]=[N:8][CH:7]=[N:6][C:5]=2[NH:4][CH:3]=1)[OH:29]. (3) The product is: [NH2:29][C@@H:19]1[CH2:18][CH2:17][C@@H:16]([C:10]2[CH:11]=[CH:12][CH:13]=[C:14]([F:15])[C:9]=2[F:8])[CH2:22][N:21]([CH2:23][CH2:24][S:25]([CH3:27])=[O:26])[C:20]1=[O:28]. Given the reactants FC(F)(F)C(O)=O.[F:8][C:9]1[C:14]([F:15])=[CH:13][CH:12]=[CH:11][C:10]=1[C@H:16]1[CH2:22][N:21]([CH2:23][CH2:24][S:25]([CH3:27])=[O:26])[C:20](=[O:28])[C@H:19]([NH:29]C(=O)OC(C)(C)C)[CH2:18][CH2:17]1, predict the reaction product. (4) Given the reactants Cl[C:2]1[CH:7]=[N:6][CH:5]=[CH:4][N:3]=1.C(N(CC)CC)C.[CH:15]([N:18]1[CH2:23][CH2:22][NH:21][CH2:20][CH2:19]1)([CH3:17])[CH3:16], predict the reaction product. The product is: [CH:15]([N:18]1[CH2:23][CH2:22][N:21]([C:2]2[CH:7]=[N:6][CH:5]=[CH:4][N:3]=2)[CH2:20][CH2:19]1)([CH3:17])[CH3:16].